This data is from Forward reaction prediction with 1.9M reactions from USPTO patents (1976-2016). The task is: Predict the product of the given reaction. (1) Given the reactants [C:1]([O:5][C:6]([NH:8][C@H:9]1[CH2:13][CH2:12][N:11]([CH:14]([CH2:18][C:19]2[N:20]=[CH:21][N:22]3[C:31]4[C:26](=[CH:27][C:28]([CH3:32])=[CH:29][CH:30]=4)[CH2:25][CH2:24][C:23]=23)[C:15]([OH:17])=[O:16])[CH2:10]1)=[O:7])([CH3:4])([CH3:3])[CH3:2].[C:33]1([C@H:39](O)[CH3:40])[CH:38]=[CH:37][CH:36]=[CH:35][CH:34]=1.Cl.CN(C)CCCN=C=NCC.C(=O)([O-])O.[Na+], predict the reaction product. The product is: [C:1]([O:5][C:6]([NH:8][C@H:9]1[CH2:13][CH2:12][N:11]([C@@H:14]([CH2:18][C:19]2[N:20]=[CH:21][N:22]3[C:31]4[C:26](=[CH:27][C:28]([CH3:32])=[CH:29][CH:30]=4)[CH2:25][CH2:24][C:23]=23)[C:15]([O:17][C@@H:39]([C:33]2[CH:38]=[CH:37][CH:36]=[CH:35][CH:34]=2)[CH3:40])=[O:16])[CH2:10]1)=[O:7])([CH3:4])([CH3:3])[CH3:2]. (2) Given the reactants C(OCC)C.O.[BH4-].[Na+].[OH-].[CH:10]1([Sn+:16]([CH:23]2[CH2:28][CH2:27][CH2:26][CH2:25][CH2:24]2)[CH:17]2[CH2:22][CH2:21][CH2:20][CH2:19][CH2:18]2)[CH2:15][CH2:14][CH2:13][CH2:12][CH2:11]1, predict the reaction product. The product is: [CH:23]1([SnH:16]([CH:10]2[CH2:11][CH2:12][CH2:13][CH2:14][CH2:15]2)[CH:17]2[CH2:22][CH2:21][CH2:20][CH2:19][CH2:18]2)[CH2:24][CH2:25][CH2:26][CH2:27][CH2:28]1. (3) Given the reactants C([O-])([O-])=O.[K+].[K+].[N+:7]([C:10]1[CH:11]=[C:12]2[C:17](=[O:18])[NH:16][C:14](=[O:15])[C:13]2=[CH:19][CH:20]=1)([O-:9])=[O:8].Br[CH2:22][CH2:23][OH:24], predict the reaction product. The product is: [OH:24][CH2:23][CH2:22][N:16]1[C:17](=[O:18])[C:12]2[C:13](=[CH:19][CH:20]=[C:10]([N+:7]([O-:9])=[O:8])[CH:11]=2)[C:14]1=[O:15]. (4) The product is: [OH:36][CH2:35][CH2:34][N:33]([CH2:32][C:27]1[CH:28]=[CH:29][CH:30]=[CH:31][N:26]=1)[C:23](=[O:24])[CH2:22][N:13]([S:10]([C:7]1[CH:6]=[CH:5][C:4]([CH:1]([CH3:3])[CH3:2])=[CH:9][N:8]=1)(=[O:12])=[O:11])[C:14]1[CH:15]=[N:16][C:17]([O:20][CH3:21])=[CH:18][CH:19]=1. Given the reactants [CH:1]([C:4]1[CH:5]=[CH:6][C:7]([S:10]([N:13]([CH2:22][C:23](O)=[O:24])[C:14]2[CH:15]=[N:16][C:17]([O:20][CH3:21])=[CH:18][CH:19]=2)(=[O:12])=[O:11])=[N:8][CH:9]=1)([CH3:3])[CH3:2].[N:26]1[CH:31]=[CH:30][CH:29]=[CH:28][C:27]=1[CH2:32][NH:33][CH2:34][CH2:35][OH:36], predict the reaction product. (5) Given the reactants [CH2:1]([O:3][C:4]([C:6]1[S:7][C:8](S(C)(=O)=O)=[C:9]2[C:17]3[N:16]([CH3:18])[N:15]=[CH:14][C:13]=3[CH2:12][CH2:11][C:10]=12)=[O:5])[CH3:2].[CH2:23]([OH:25])[CH3:24].[H-].[Na+].C(O)(=O)CC(CC(O)=O)(C(O)=O)O, predict the reaction product. The product is: [CH2:1]([O:3][C:4]([C:6]1[S:7][C:8]([O:25][CH2:23][CH3:24])=[C:9]2[C:17]3[N:16]([CH3:18])[N:15]=[CH:14][C:13]=3[CH2:12][CH2:11][C:10]=12)=[O:5])[CH3:2]. (6) Given the reactants CN(C)C=O.[H-].[Na+].[CH2:8](I)[CH2:9][CH2:10][CH3:11].[I:13][C:14]1[CH:28]=[CH:27][CH:26]=[CH:25][C:15]=1[C:16]([NH:18][C:19]1[CH:24]=[CH:23][CH:22]=[CH:21][CH:20]=1)=[O:17], predict the reaction product. The product is: [CH2:8]([N:18]([C:16](=[O:17])[C:15]1[CH:25]=[CH:26][CH:27]=[CH:28][C:14]=1[I:13])[C:19]1[CH:24]=[CH:23][CH:22]=[CH:21][CH:20]=1)[CH2:9][CH2:10][CH3:11]. (7) Given the reactants [CH3:1][C@@H:2]([CH2:8][CH2:9][CH2:10][C:11]([CH3:14])([OH:13])[CH3:12])[CH2:3][CH2:4][CH2:5][CH2:6][OH:7].CC(OI1(OC(C)=O)(OC(C)=O)OC(=O)C2C=CC=CC1=2)=O.S([O-])([O-])(=O)=S.[Na+].[Na+].C([O-])(O)=O.[Na+], predict the reaction product. The product is: [OH:13][C:11]([CH3:12])([CH3:14])[CH2:10][CH2:9][CH2:8][CH:2]([CH3:1])[CH2:3][CH2:4][CH2:5][CH:6]=[O:7].